Dataset: NCI-60 drug combinations with 297,098 pairs across 59 cell lines. Task: Regression. Given two drug SMILES strings and cell line genomic features, predict the synergy score measuring deviation from expected non-interaction effect. (1) Drug 1: CS(=O)(=O)CCNCC1=CC=C(O1)C2=CC3=C(C=C2)N=CN=C3NC4=CC(=C(C=C4)OCC5=CC(=CC=C5)F)Cl. Drug 2: CC(C)(C#N)C1=CC(=CC(=C1)CN2C=NC=N2)C(C)(C)C#N. Cell line: U251. Synergy scores: CSS=1.26, Synergy_ZIP=0.0731, Synergy_Bliss=0.898, Synergy_Loewe=-4.06, Synergy_HSA=-0.376. (2) Drug 1: CC1=C2C(C(=O)C3(C(CC4C(C3C(C(C2(C)C)(CC1OC(=O)C(C(C5=CC=CC=C5)NC(=O)OC(C)(C)C)O)O)OC(=O)C6=CC=CC=C6)(CO4)OC(=O)C)O)C)O. Drug 2: CC(C)NC(=O)C1=CC=C(C=C1)CNNC.Cl. Cell line: UACC62. Synergy scores: CSS=13.4, Synergy_ZIP=-3.98, Synergy_Bliss=-1.99, Synergy_Loewe=-35.4, Synergy_HSA=-1.88. (3) Drug 1: C1=CC(=CC=C1CC(C(=O)O)N)N(CCCl)CCCl.Cl. Drug 2: C1=CC=C(C(=C1)C(C2=CC=C(C=C2)Cl)C(Cl)Cl)Cl. Cell line: NCI-H322M. Synergy scores: CSS=-1.11, Synergy_ZIP=3.82, Synergy_Bliss=3.13, Synergy_Loewe=-0.652, Synergy_HSA=-0.774.